Dataset: Full USPTO retrosynthesis dataset with 1.9M reactions from patents (1976-2016). Task: Predict the reactants needed to synthesize the given product. (1) The reactants are: [BH4-].[CH3:2][N:3]1[C:7]([C:8]2[CH:13]=[CH:12][N:11]=[CH:10][CH:9]=2)=[N:6][N:5]=[C:4]1[SH:14].I[C:16]1[CH:35]=[CH:34][C:19]([CH2:20][NH:21][C:22]2[CH:27]=[CH:26][C:25]([CH2:28][C:29]([O:31][CH2:32][CH3:33])=[O:30])=[CH:24][CH:23]=2)=[C:18]([O:36][CH2:37][CH2:38][CH3:39])[CH:17]=1. Given the product [CH2:32]([O:31][C:29](=[O:30])[CH2:28][C:25]1[CH:26]=[CH:27][C:22]([NH:21][CH2:20][C:19]2[CH:34]=[CH:35][C:16]([S:14][C:4]3[N:3]([CH3:2])[C:7]([C:8]4[CH:13]=[CH:12][N:11]=[CH:10][CH:9]=4)=[N:6][N:5]=3)=[CH:17][C:18]=2[O:36][CH2:37][CH2:38][CH3:39])=[CH:23][CH:24]=1)[CH3:33], predict the reactants needed to synthesize it. (2) Given the product [C:9]([O:6][O:5][C:1]([CH3:4])([CH3:3])[CH3:2])(=[O:14])[C:10]([CH3:13])([CH3:12])[CH3:11], predict the reactants needed to synthesize it. The reactants are: [C:1]([O:5][OH:6])([CH3:4])([CH3:3])[CH3:2].[OH-].[K+].[C:9](Cl)(=[O:14])[C:10]([CH3:13])([CH3:12])[CH3:11].Cl.CCCCCCCCCC(C)C. (3) Given the product [Cl:1][C:2]1[CH:7]=[C:6]([Cl:8])[CH:5]=[CH:4][C:3]=1[C:9]1[C:10]([C:29]#[N:30])=[C:11]([C:19]2[CH:24]=[CH:23][N:22]=[C:21]([NH:37][CH3:36])[N:20]=2)[S:12][C:13]=1[C:14]1[NH:18][CH:17]=[N:16][N:15]=1, predict the reactants needed to synthesize it. The reactants are: [Cl:1][C:2]1[CH:7]=[C:6]([Cl:8])[CH:5]=[CH:4][C:3]=1[C:9]1[C:10]([C:29]#[N:30])=[C:11]([C:19]2[CH:24]=[CH:23][N:22]=[C:21](S(C)(=O)=O)[N:20]=2)[S:12][C:13]=1[C:14]1[NH:18][CH:17]=[N:16][N:15]=1.O1CCCC1.[CH3:36][NH2:37]. (4) Given the product [Br:1][C:2]1[C:3]([O:16][C:13]2[CH:14]=[CH:15][C:10]([Cl:9])=[CH:11][CH:12]=2)=[N:4][CH:5]=[CH:6][CH:7]=1, predict the reactants needed to synthesize it. The reactants are: [Br:1][C:2]1[C:3](Cl)=[N:4][CH:5]=[CH:6][CH:7]=1.[Cl:9][C:10]1[CH:15]=[CH:14][C:13]([OH:16])=[CH:12][CH:11]=1.C(=O)([O-])[O-].[Cs+].[Cs+].C(Cl)Cl. (5) Given the product [N+:8]([C:5]1[CH:6]=[CH:7][C:2]([N:12]2[CH2:17][CH2:16][CH:15]([N:18]3[CH2:24][CH2:23][CH2:22][CH2:21][CH2:20][CH2:19]3)[CH2:14][CH2:13]2)=[CH:3][CH:4]=1)([O-:10])=[O:9], predict the reactants needed to synthesize it. The reactants are: F[C:2]1[CH:7]=[CH:6][C:5]([N+:8]([O-:10])=[O:9])=[CH:4][CH:3]=1.Cl.[NH:12]1[CH2:17][CH2:16][CH:15]([N:18]2[CH2:24][CH2:23][CH2:22][CH2:21][CH2:20][CH2:19]2)[CH2:14][CH2:13]1.C(N(CC)CC)C.N. (6) Given the product [F:36][C:2]([F:1])([F:35])[C:3]1[CH:4]=[C:5]([C@H:13]([N:15]([CH3:34])[C:16]([N:18]2[CH2:23][CH2:22][C@@H:21]3[CH2:24][N:25]([C:42](=[O:43])[C@@H:41]([OH:40])[CH3:45])[CH2:26][C@H:20]3[C@@H:19]2[C:27]2[CH:32]=[CH:31][CH:30]=[CH:29][C:28]=2[CH3:33])=[O:17])[CH3:14])[CH:6]=[C:7]([C:9]([F:11])([F:10])[F:12])[CH:8]=1, predict the reactants needed to synthesize it. The reactants are: [F:1][C:2]([F:36])([F:35])[C:3]1[CH:4]=[C:5]([C@H:13]([N:15]([CH3:34])[C:16]([N:18]2[CH2:23][CH2:22][C@@H:21]3[CH2:24][NH:25][CH2:26][C@H:20]3[C@@H:19]2[C:27]2[CH:32]=[CH:31][CH:30]=[CH:29][C:28]=2[CH3:33])=[O:17])[CH3:14])[CH:6]=[C:7]([C:9]([F:12])([F:11])[F:10])[CH:8]=1.C([O:40][C@@H:41]([CH3:45])[C:42](O)=[O:43])(=O)C. (7) Given the product [Si:28]([O:35][CH:36]([CH3:45])[CH:37]([NH:38][C:14]([C:9]1([CH2:17][OH:18])[CH2:10][CH2:11][CH:12]([CH3:13])[N:8]1[C:6]([O:5][C:1]([CH3:2])([CH3:3])[CH3:4])=[O:7])=[O:16])[C:39]1[N:40]=[CH:41][CH:42]=[CH:43][N:44]=1)([C:31]([CH3:34])([CH3:32])[CH3:33])([CH3:30])[CH3:29], predict the reactants needed to synthesize it. The reactants are: [C:1]([O:5][C:6]([N:8]1[CH:12]([CH3:13])[CH2:11][CH2:10][C:9]1([CH2:17][OH:18])[C:14]([OH:16])=O)=[O:7])([CH3:4])([CH3:3])[CH3:2].C(N(CC)C(C)C)(C)C.[Si:28]([O:35][CH:36]([CH3:45])[CH:37]([C:39]1[N:44]=[CH:43][CH:42]=[CH:41][N:40]=1)[NH2:38])([C:31]([CH3:34])([CH3:33])[CH3:32])([CH3:30])[CH3:29].CCN=C=NCCCN(C)C.Cl.C1C=CC2N(O)N=NC=2C=1.